The task is: Predict the reactants needed to synthesize the given product.. This data is from Full USPTO retrosynthesis dataset with 1.9M reactions from patents (1976-2016). (1) Given the product [Br:11][CH2:8][C:5]1[CH:6]=[CH:7][C:2]([Cl:1])=[C:3]([O:9][CH3:10])[CH:4]=1, predict the reactants needed to synthesize it. The reactants are: [Cl:1][C:2]1[CH:7]=[CH:6][C:5]([CH3:8])=[CH:4][C:3]=1[O:9][CH3:10].[Br:11]N1C(=O)CCC1=O.C(OOC(=O)C1C=CC=CC=1)(=O)C1C=CC=CC=1. (2) Given the product [CH3:1][O:2][C:3](=[O:22])[C:4]1[CH:9]=[CH:8][C:7]([S:10](=[O:12])(=[O:11])[NH:37][C@H:30]([C:31](=[O:32])[N:33]([O:35][CH3:36])[CH3:34])[CH2:29][C:28]([O:27][C:23]([CH3:24])([CH3:25])[CH3:26])=[O:38])=[C:6]([O:14][CH2:15][C:16]2[CH:21]=[CH:20][CH:19]=[CH:18][CH:17]=2)[CH:5]=1, predict the reactants needed to synthesize it. The reactants are: [CH3:1][O:2][C:3](=[O:22])[C:4]1[CH:9]=[CH:8][C:7]([S:10](Cl)(=[O:12])=[O:11])=[C:6]([O:14][CH2:15][C:16]2[CH:21]=[CH:20][CH:19]=[CH:18][CH:17]=2)[CH:5]=1.[C:23]([O:27][C:28](=[O:38])[CH2:29][C@H:30]([NH2:37])[C:31]([N:33]([O:35][CH3:36])[CH3:34])=[O:32])([CH3:26])([CH3:25])[CH3:24].N1C=CC=CC=1. (3) The reactants are: [CH:1]1([C:4]2[S:29][C:7]3[C:8](=[O:28])[N:9]([CH2:11][C:12]4[CH:17]=[CH:16][C:15](B5OC(C)(C)C(C)(C)O5)=[CH:14][C:13]=4[F:27])[CH2:10][C:6]=3[CH:5]=2)[CH2:3][CH2:2]1.Cl[C:31]1[CH:36]=[CH:35][N:34]=[C:33]([NH2:37])[C:32]=1[N+:38]([O-])=O.[CH3:41][N:42]1[CH:46]=[C:45]([CH:47]=O)[CH:44]=[N:43]1. Given the product [CH:1]1([C:4]2[S:29][C:7]3[C:8](=[O:28])[N:9]([CH2:11][C:12]4[CH:17]=[CH:16][C:15]([C:31]5[CH:36]=[CH:35][N:34]=[C:33]6[NH:37][C:47]([C:45]7[CH:44]=[N:43][N:42]([CH3:41])[CH:46]=7)=[N:38][C:32]=56)=[CH:14][C:13]=4[F:27])[CH2:10][C:6]=3[CH:5]=2)[CH2:2][CH2:3]1, predict the reactants needed to synthesize it. (4) Given the product [C:1]1([C:7]2[C:8]3[O:12][C:11]4[CH:13]=[CH:14][CH:15]=[CH:16][C:10]=4[C:9]=3[C:17]3[CH:1]=[CH:2][CH:3]=[CH:4][C:5]=3[CH:6]=2)[CH:17]=[CH:5][CH:4]=[CH:3][CH:2]=1, predict the reactants needed to synthesize it. The reactants are: [CH:1]1[C:17]2[C:9]3[C:10]4[CH:16]=[CH:15][CH:14]=[CH:13][C:11]=4[O:12][C:8]=3[CH:7]=[CH:6][C:5]=2[CH:4]=[CH:3][CH:2]=1.B(O)O. (5) The reactants are: [CH3:1][NH:2][C:3]1[CH:4]=[C:5]([CH:21]=[CH:22][C:23]=1[N+:24]([O-])=O)[O:6][C:7]1[CH:8]=[C:9]([NH:13][C:14](=[O:20])[O:15][C:16]([CH3:19])([CH3:18])[CH3:17])[CH:10]=[CH:11][CH:12]=1.O1CCCC1.[H][H]. Given the product [NH2:24][C:23]1[CH:22]=[CH:21][C:5]([O:6][C:7]2[CH:8]=[C:9]([NH:13][C:14](=[O:20])[O:15][C:16]([CH3:19])([CH3:18])[CH3:17])[CH:10]=[CH:11][CH:12]=2)=[CH:4][C:3]=1[NH:2][CH3:1], predict the reactants needed to synthesize it. (6) Given the product [F:27][C:22]1[CH:23]=[CH:24][CH:25]=[CH:26][C:21]=1[N:20]1[C:16]([C:11]2[CH:12]=[CH:13][CH:14]=[CH:15][C:10]=2[C:5]2[CH:6]=[CH:7][CH:8]=[CH:9][C:4]=2[O:3][CH2:1][C:2]#[N:31])=[N:17][N:18]=[N:19]1, predict the reactants needed to synthesize it. The reactants are: [CH2:1]([O:3][C:4]1[CH:9]=[CH:8][CH:7]=[CH:6][C:5]=1[C:10]1[CH:15]=[CH:14][CH:13]=[CH:12][C:11]=1[C:16]1[N:20]([C:21]2[CH:26]=[CH:25][CH:24]=[CH:23][C:22]=2[F:27])[N:19]=[N:18][N:17]=1)[CH3:2].BrCC#[N:31]. (7) Given the product [NH2:22][C@H:23]([CH2:26][CH3:27])[CH2:24][N:12]1[CH:13]=[CH:14][C:10]([C:8]2[CH:7]=[CH:6][C:3]([C:4]#[N:5])=[C:2]([Cl:1])[CH:9]=2)=[N:11]1, predict the reactants needed to synthesize it. The reactants are: [Cl:1][C:2]1[CH:9]=[C:8]([C:10]2[CH:14]=[CH:13][NH:12][N:11]=2)[CH:7]=[CH:6][C:3]=1[C:4]#[N:5].C([NH:22][C@H:23]([CH2:26][CH3:27])[CH2:24]O)(OC(C)(C)C)=O.C1(P(C2C=CC=CC=2)C2C=CC=CC=2)C=CC=CC=1.CC(OC(/N=N/C(OC(C)C)=O)=O)C.